From a dataset of Reaction yield outcomes from USPTO patents with 853,638 reactions. Predict the reaction yield, written as a fraction of the theoretical maximum amount of product (1.0 means a 100% yield; for example, 0.34 means a 34% yield). (1) The reactants are C(Cl)C[Cl:3].[N:5]1[C:10]2[NH:11][CH2:12][CH2:13][CH2:14][O:15][C:9]=2[CH:8]=[C:7]([CH:16]=[CH:17][C:18]([OH:20])=O)[CH:6]=1.[CH3:21][NH:22][CH2:23][C:24]1[O:25][C:26]2[CH:33]=[CH:32][CH:31]=[CH:30][C:27]=2[C:28]=1[CH3:29].C1C=CC2N(O)N=NC=2C=1.CCN(C(C)C)C(C)C.Cl. The catalyst is CN(C=O)C.O. The product is [ClH:3].[CH3:21][N:22]([CH2:23][C:24]1[O:25][C:26]2[CH:33]=[CH:32][CH:31]=[CH:30][C:27]=2[C:28]=1[CH3:29])[C:18](=[O:20])[CH:17]=[CH:16][C:7]1[CH:6]=[N:5][C:10]2[NH:11][CH2:12][CH2:13][CH2:14][O:15][C:9]=2[CH:8]=1. The yield is 0.570. (2) The reactants are [I:1][C:2]1[CH:3]=[C:4]2[C:8](=[CH:9][CH:10]=1)[NH:7][C:6](=[O:11])[C:5]2=O.[C:13]([C:15]1[CH:33]=[CH:32][C:18]([C:19]([NH:21][C:22]2[CH:27]=[CH:26][CH:25]=[C:24]([C:28]([NH:30][NH2:31])=[O:29])[CH:23]=2)=[O:20])=[CH:17][CH:16]=1)#[N:14]. The catalyst is C(O)(=O)C. The product is [C:13]([C:15]1[CH:16]=[CH:17][C:18]([C:19]([NH:21][C:22]2[CH:27]=[CH:26][CH:25]=[C:24]([C:28]([NH:30][N:31]=[C:5]3[C:4]4[C:8](=[CH:9][CH:10]=[C:2]([I:1])[CH:3]=4)[NH:7][C:6]3=[O:11])=[O:29])[CH:23]=2)=[O:20])=[CH:32][CH:33]=1)#[N:14]. The yield is 0.610. (3) The reactants are [Mg].II.Cl[CH2:5][CH2:6][CH2:7][CH2:8][O:9][CH3:10].[C:11]([O:15][C:16]([N:18]1[CH2:23][CH2:22][CH2:21][C@@H:20]([C:24](=[O:32])[C:25]2[CH:30]=[CH:29][CH:28]=[C:27]([Cl:31])[CH:26]=2)[CH2:19]1)=[O:17])([CH3:14])([CH3:13])[CH3:12]. The catalyst is C1COCC1. The product is [Cl:31][C:27]1[CH:26]=[C:25]([C@:24]([C@@H:20]2[CH2:21][CH2:22][CH2:23][N:18]([C:16]([O:15][C:11]([CH3:14])([CH3:13])[CH3:12])=[O:17])[CH2:19]2)([OH:32])[CH2:5][CH2:6][CH2:7][CH2:8][O:9][CH3:10])[CH:30]=[CH:29][CH:28]=1. The yield is 0.730. (4) The reactants are [NH2:1][C:2]1[N:7]=[CH:6][C:5]([C:8]2[CH:9]=[C:10]([NH2:19])[C:11]([NH:14][C:15]([CH3:18])([CH3:17])[CH3:16])=[CH:12][CH:13]=2)=[CH:4][N:3]=1.[N:20]1([C:25]2[CH:32]=[CH:31][C:30]([CH:33]=[CH2:34])=[CH:29][C:26]=2[CH:27]=O)[CH:24]=[N:23][CH:22]=[N:21]1.N1CCC[C@H]1C(O)=O. The catalyst is CO. The product is [C:15]([N:14]1[C:11]2[CH:12]=[CH:13][C:8]([C:5]3[CH:4]=[N:3][C:2]([NH2:1])=[N:7][CH:6]=3)=[CH:9][C:10]=2[N:19]=[C:27]1[C:26]1[CH:29]=[C:30]([CH:33]=[CH2:34])[CH:31]=[CH:32][C:25]=1[N:20]1[CH:24]=[N:23][CH:22]=[N:21]1)([CH3:16])([CH3:18])[CH3:17]. The yield is 0.0900.